From a dataset of Full USPTO retrosynthesis dataset with 1.9M reactions from patents (1976-2016). Predict the reactants needed to synthesize the given product. Given the product [CH2:12]([NH:16][C:9](=[O:10])[O:8][CH2:7][C:4]1[CH:5]=[CH:6][CH:1]=[CH:2][CH:3]=1)[CH2:13][CH:14]=[CH2:15], predict the reactants needed to synthesize it. The reactants are: [CH:1]1[CH:6]=[CH:5][C:4]([CH2:7][O:8][C:9](Cl)=[O:10])=[CH:3][CH:2]=1.[CH2:12]([NH2:16])[CH2:13][CH:14]=[CH2:15].C(N(CC)CC)C.O.